This data is from Full USPTO retrosynthesis dataset with 1.9M reactions from patents (1976-2016). The task is: Predict the reactants needed to synthesize the given product. (1) Given the product [NH2:35][C:36]1[N:37]=[C:38]([C:12]2[CH:11]=[CH:10][C:9]([CH2:8][CH2:7][N:1]3[CH2:2][CH2:3][N:4]([C:30](=[O:32])[CH2:29][C:26]4[CH:25]=[CH:24][C:23]([F:22])=[CH:28][CH:27]=4)[CH2:5][CH2:6]3)=[CH:14][CH:13]=2)[CH:39]=[CH:40][CH:44]=1, predict the reactants needed to synthesize it. The reactants are: [N:1]1([CH2:7][CH2:8][C:9]2[CH:14]=[CH:13][CH:12]=[CH:11][C:10]=2C2N=C(N)C=CC=2)[CH2:6][CH2:5][NH:4][CH2:3][CH2:2]1.[F:22][C:23]1[CH:28]=[CH:27][C:26]([CH2:29][C:30]([OH:32])=O)=[CH:25][CH:24]=1.C([N:35]=[C:36]=[N:37][CH2:38][CH2:39][CH2:40]N(C)C)C.[CH:44](N(C(C)C)CC)(C)C. (2) Given the product [CH3:20][O:21][CH2:8][CH2:7][NH:6][CH2:9][C:10]1[C:18]2[B:17]([OH:19])[O:16][CH2:15][C:14]=2[CH:13]=[CH:12][CH:11]=1, predict the reactants needed to synthesize it. The reactants are: OCC1[CH2:8][CH2:7][N:6]([CH2:9][C:10]2[C:18]3[B:17]([OH:19])[O:16][CH2:15][C:14]=3[CH:13]=[CH:12][CH:11]=2)CC1.[CH3:20][O:21]CCN.C(O)(C(F)(F)F)=O. (3) Given the product [CH3:43][O:49][N:59]=[CH:57][C:14]1[CH:15]=[CH:16][CH:17]=[C:18]([C:5]2[S:1][C:2]([C:6]3[CH:7]=[N:8][CH:9]=[CH:10][CH:11]=3)=[N:3][CH:4]=2)[N:13]=1, predict the reactants needed to synthesize it. The reactants are: [S:1]1[CH:5]=[CH:4][N:3]=[C:2]1[C:6]1[CH:7]=[N:8][CH:9]=[CH:10][CH:11]=1.[Br-].[N:13]1[CH:18]=[CH:17][CH:16]=[CH:15][CH:14]=1.F[B-](F)(F)F.C1([PH+](C2CCCCC2)C2CCCCC2)CCCCC1.[C:43]([OH:49])(=O)C(C)(C)C.C(=O)([O-])[O-].[K+].[K+].C[C:57]([N:59](C)C)=O. (4) The reactants are: [NH2:1][C@H:2]1[CH2:6][CH2:5][C@@H:4]([C:7]([O:9][CH3:10])=[O:8])[CH2:3]1.[C:11](=[O:14])([O-])[O-:12].[K+].[K+]. Given the product [CH3:10][O:9][C:7]([C@@H:4]1[CH2:5][CH2:6][C@H:2]([NH:1][C:11](=[O:14])[O:12][C:4]([CH3:7])([CH3:5])[CH3:3])[CH2:3]1)=[O:8], predict the reactants needed to synthesize it. (5) Given the product [CH2:32]([O:31][C:29](=[O:30])[NH:27][S:24]([C:14]1[CH:15]=[CH:16][C:17]([O:19][C:20]([F:23])([F:21])[F:22])=[CH:18][C:13]=1[C:10]1[CH:9]=[CH:8][C:7]([CH2:6][N:1]2[CH:5]=[CH:4][N:3]=[CH:2]2)=[CH:12][N:11]=1)(=[O:26])=[O:25])[CH2:33][CH2:34][CH3:35], predict the reactants needed to synthesize it. The reactants are: [N:1]1([CH2:6][C:7]2[CH:8]=[CH:9][C:10]([C:13]3[CH:18]=[C:17]([O:19][C:20]([F:23])([F:22])[F:21])[CH:16]=[CH:15][C:14]=3[S:24]([NH2:27])(=[O:26])=[O:25])=[N:11][CH:12]=2)[CH:5]=[CH:4][N:3]=[CH:2]1.Cl[C:29]([O:31][CH2:32][CH2:33][CH2:34][CH3:35])=[O:30]. (6) The reactants are: [CH:1]([C:3]1[S:7][C:6]([NH:8][CH2:9][CH2:10][CH2:11][NH:12][C:13](=[O:46])[C@H:14]([CH3:45])[NH:15][C:16](=[O:44])[C@H:17]([CH3:43])[NH:18][C:19](=[O:42])[C@H:20]([CH3:41])[NH:21][C:22](=[O:40])[C@@H:23]([NH:32]C(=O)OC(C)(C)C)[CH2:24][C:25]2[CH:30]=[CH:29][C:28]([OH:31])=[CH:27][CH:26]=2)=[N:5][CH:4]=1)=[O:2].C(O)(C(F)(F)F)=O. Given the product [NH2:32][C@@H:23]([CH2:24][C:25]1[CH:26]=[CH:27][C:28]([OH:31])=[CH:29][CH:30]=1)[C:22]([NH:21][C@@H:20]([CH3:41])[C:19]([NH:18][C@@H:17]([CH3:43])[C:16]([NH:15][C@@H:14]([CH3:45])[C:13]([NH:12][CH2:11][CH2:10][CH2:9][NH:8][C:6]1[S:7][C:3]([CH:1]=[O:2])=[CH:4][N:5]=1)=[O:46])=[O:44])=[O:42])=[O:40], predict the reactants needed to synthesize it.